From a dataset of Full USPTO retrosynthesis dataset with 1.9M reactions from patents (1976-2016). Predict the reactants needed to synthesize the given product. Given the product [Cl:1][C:2]1[CH:3]=[C:4]([CH:7]=[CH:8][CH:9]=1)[CH2:5][CH:16]1[C:21](=[O:22])[O:20][C:19]([CH3:24])([CH3:23])[O:18][C:17]1=[O:25], predict the reactants needed to synthesize it. The reactants are: [Cl:1][C:2]1[CH:3]=[C:4]([CH:7]=[CH:8][CH:9]=1)[CH:5]=O.ClC1C=CC(C[CH:16]2[C:21](=[O:22])[O:20][C:19]([CH3:24])([CH3:23])[O:18][C:17]2=[O:25])=CC=1.BrC1C=C2C(=CC=1)N=C(Cl)C(CC1C=CC(Cl)=CC=1)=C2Cl.